Dataset: Forward reaction prediction with 1.9M reactions from USPTO patents (1976-2016). Task: Predict the product of the given reaction. (1) The product is: [Br:6][C:7]1[CH:8]=[C:9]([C:12]([OH:15])=[O:13])[S:10][CH:11]=1. Given the reactants S(=O)(=O)(O)O.[Br:6][C:7]1[CH:8]=[C:9]([CH:12]=[O:13])[S:10][CH:11]=1.C[OH:15], predict the reaction product. (2) Given the reactants Br[C:2]1C=[CH:4][C:5](O)=[C:6]([C:8]2[CH:17]=[CH:16][C:15]3[C:10](=[CH:11][CH:12]=[C:13]([C:18]4[N:22]([CH:23]5[CH2:28][CH2:27][CH2:26][CH2:25][CH2:24]5)[C:21]5[CH:29]=[CH:30][C:31]([C:33]([OH:35])=[O:34])=[CH:32][C:20]=5[N:19]=4)[CH:14]=3)[N:9]=2)[CH:7]=1.[N:37]1C=CC(C(=O)C)=CC=1.[OH-].[K+], predict the reaction product. The product is: [CH:23]1([N:22]2[C:21]3[CH:29]=[CH:30][C:31]([C:33]([OH:35])=[O:34])=[CH:32][C:20]=3[N:19]=[C:18]2[C:13]2[CH:14]=[C:15]3[C:10](=[CH:11][CH:12]=2)[N:9]=[C:8]([C:6]2[CH:7]=[CH:2][N:37]=[CH:4][CH:5]=2)[CH:17]=[CH:16]3)[CH2:28][CH2:27][CH2:26][CH2:25][CH2:24]1. (3) Given the reactants [OH:1][C:2]1[CH:23]=[CH:22][C:5]([O:6][CH2:7][CH2:8][N:9]2[CH2:14][CH2:13][C:12]([C:16]3[CH:21]=[CH:20][CH:19]=[CH:18][CH:17]=3)([OH:15])[CH2:11][CH2:10]2)=[CH:4][CH:3]=1.BrCCO[C:28]1[CH:33]=[CH:32][C:31]([OH:34])=[CH:30][CH:29]=1.[OH:35]C1(C2C=CC=CC=2)CCNCC1.CC[N:50]([CH:54](C)C)C(C)C, predict the reaction product. The product is: [OH:15][C:12]1([C:16]2[CH:17]=[CH:18][CH:19]=[CH:20][CH:21]=2)[CH2:11][CH2:10][N:9]([CH2:8][CH2:7][O:6][C:5]2[CH:4]=[CH:3][C:2]([O:1][C:54](=[O:35])[NH:50][C:29]3[CH:28]=[CH:33][CH:32]=[C:31]([OH:34])[CH:30]=3)=[CH:23][CH:22]=2)[CH2:14][CH2:13]1. (4) Given the reactants [F:1][C:2]([C:5]1[NH:6][C:7]2[C:12]([CH:13]=1)=[C:11]([C:14]([F:17])([F:16])[F:15])[C:10]([C:18]#[N:19])=[CH:9][CH:8]=2)([F:4])[CH3:3].C([O-])([O-])=O.[Cs+].[Cs+].Cl[CH2:27][C:28]1[N:32]=[C:31]([C:33]2[CH:38]=[C:37]([F:39])[CH:36]=[C:35]([F:40])[CH:34]=2)[O:30][N:29]=1.CC#N, predict the reaction product. The product is: [F:4][C:2]([C:5]1[N:6]([CH2:27][C:28]2[N:32]=[C:31]([C:33]3[CH:38]=[C:37]([F:39])[CH:36]=[C:35]([F:40])[CH:34]=3)[O:30][N:29]=2)[C:7]2[C:12]([CH:13]=1)=[C:11]([C:14]([F:15])([F:17])[F:16])[C:10]([C:18]#[N:19])=[CH:9][CH:8]=2)([F:1])[CH3:3]. (5) Given the reactants [Cl:1][C:2]1[C:7]([NH:8][S:9]([CH3:12])(=[O:11])=[O:10])=[CH:6][C:5]([C:13]2[CH:21]=[C:20]3[C:16]([CH:17]=[N:18][N:19]3[S:22]([C:25]3[CH:30]=[CH:29][C:28]([CH3:31])=[CH:27][CH:26]=3)(=[O:24])=[O:23])=[C:15]([C:32]3[O:33][C:34]([CH2:37]Cl)=[N:35][N:36]=3)[CH:14]=2)=[CH:4][N:3]=1.[NH:39]1[CH2:44][CH2:43][O:42][CH2:41][CH2:40]1, predict the reaction product. The product is: [Cl:1][C:2]1[C:7]([NH:8][S:9]([CH3:12])(=[O:10])=[O:11])=[CH:6][C:5]([C:13]2[CH:21]=[C:20]3[C:16]([CH:17]=[N:18][N:19]3[S:22]([C:25]3[CH:26]=[CH:27][C:28]([CH3:31])=[CH:29][CH:30]=3)(=[O:23])=[O:24])=[C:15]([C:32]3[O:33][C:34]([CH2:37][N:39]4[CH2:44][CH2:43][O:42][CH2:41][CH2:40]4)=[N:35][N:36]=3)[CH:14]=2)=[CH:4][N:3]=1. (6) The product is: [NH:19]1[C:20]2[C:25](=[CH:24][CH:23]=[CH:22][CH:21]=2)[C:17]([CH2:16][CH2:15][N:14]2[C:32](=[O:33])[C:30]([OH:31])=[C:29]([C:27](=[O:28])[CH3:26])[CH:1]2[C:3]2[CH:12]=[CH:11][C:6]([C:7]([O:9][CH3:10])=[O:8])=[CH:5][C:4]=2[CH3:13])=[CH:18]1. Given the reactants [CH:1]([C:3]1[CH:12]=[CH:11][C:6]([C:7]([O:9][CH3:10])=[O:8])=[CH:5][C:4]=1[CH3:13])=O.[NH2:14][CH2:15][CH2:16][C:17]1[C:25]2[C:20](=[CH:21][CH:22]=[CH:23][CH:24]=2)[NH:19][CH:18]=1.[CH3:26][C:27]([CH2:29][C:30]([C:32](OC)=[O:33])=[O:31])=[O:28], predict the reaction product. (7) Given the reactants [CH:1]1([CH2:4][C:5]2[C:6]3[N:7]([C:11]([C:22]4[CH:27]=[CH:26][N:25]=[C:24](SC)[N:23]=4)=[C:12]([C:14]4[CH:19]=[CH:18][C:17]([F:20])=[CH:16][C:15]=4[F:21])[N:13]=3)[CH:8]=[CH:9][N:10]=2)[CH2:3][CH2:2]1.O[O:31][S:32]([O-:34])=O.[K+].[CH2:36](Cl)Cl, predict the reaction product. The product is: [CH:1]1([CH2:4][C:5]2[C:6]3[N:7]([C:11]([C:22]4[CH:27]=[CH:26][N:25]=[C:24]([S:32]([CH3:36])(=[O:34])=[O:31])[N:23]=4)=[C:12]([C:14]4[CH:19]=[CH:18][C:17]([F:20])=[CH:16][C:15]=4[F:21])[N:13]=3)[CH:8]=[CH:9][N:10]=2)[CH2:2][CH2:3]1. (8) Given the reactants [N+:1]([CH2:4][CH:5]([Si:17]([CH3:20])([CH3:19])[CH3:18])[CH2:6][C:7]([O:9]CC1C=CC=CC=1)=[O:8])([O-])=O.C([O-])=O.[NH4+], predict the reaction product. The product is: [NH2:1][CH2:4][CH:5]([Si:17]([CH3:18])([CH3:20])[CH3:19])[CH2:6][C:7]([OH:9])=[O:8]. (9) Given the reactants [Cl:1][C:2]1[CH:14]=[C:13]([N+:15]([O-])=O)[CH:12]=[C:11]([Cl:18])[C:3]=1[O:4][C:5]1[CH:10]=[CH:9][CH:8]=[CH:7][N:6]=1.[NH4+].[Cl-], predict the reaction product. The product is: [Cl:18][C:11]1[CH:12]=[C:13]([NH2:15])[CH:14]=[C:2]([Cl:1])[C:3]=1[O:4][C:5]1[CH:10]=[CH:9][CH:8]=[CH:7][N:6]=1.